From a dataset of Forward reaction prediction with 1.9M reactions from USPTO patents (1976-2016). Predict the product of the given reaction. (1) The product is: [CH3:37][O:38][C:39]([C:41]1([NH:46][C:47]([CH:49]2[CH2:53][CH:52]([O:21][C:7]3[C:6]4[C:11](=[C:2]([Cl:1])[C:3]([O:22][CH2:23][CH2:24][N:25]5[CH2:26][CH2:27][O:28][CH2:29][CH2:30]5)=[CH:4][CH:5]=4)[N:10]=[C:9]([C:12]4[N:13]=[C:14]([NH:17][CH:18]([CH3:19])[CH3:20])[O:15][CH:16]=4)[CH:8]=3)[CH2:51][N:50]2[C:65](=[O:79])[CH:66]([NH:71][C:72]([O:74][C:75]([CH3:78])([CH3:77])[CH3:76])=[O:73])[C:67]([CH3:70])([CH3:69])[CH3:68])=[O:48])[CH2:43][CH:42]1[CH:44]=[CH2:45])=[O:40]. Given the reactants [Cl:1][C:2]1[C:3]([O:22][CH2:23][CH2:24][N:25]2[CH2:30][CH2:29][O:28][CH2:27][CH2:26]2)=[CH:4][CH:5]=[C:6]2[C:11]=1[N:10]=[C:9]([C:12]1[N:13]=[C:14]([NH:17][CH:18]([CH3:20])[CH3:19])[O:15][CH:16]=1)[CH:8]=[C:7]2[OH:21].C(=O)([O-])[O-].[Cs+].[Cs+].[CH3:37][O:38][C:39]([C:41]1([NH:46][C:47]([CH:49]2[CH2:53][CH:52](OS(C3C=CC(Br)=CC=3)(=O)=O)[CH2:51][N:50]2[C:65](=[O:79])[CH:66]([NH:71][C:72]([O:74][C:75]([CH3:78])([CH3:77])[CH3:76])=[O:73])[C:67]([CH3:70])([CH3:69])[CH3:68])=[O:48])[CH2:43][CH:42]1[CH:44]=[CH2:45])=[O:40].C(=O)(O)[O-].[Na+], predict the reaction product. (2) Given the reactants [CH:1]1([CH2:7][CH2:8][CH2:9][CH2:10][O:11][C:12](=[O:30])[NH:13][C@H:14]2[C:17](=[O:18])[N:16](C([Si](C)(C)C)[Si](C)(C)C)[C:15]2([CH3:29])[CH3:28])[CH2:6][CH2:5][CH2:4][CH2:3][CH2:2]1.O=[N+]([O-])[O-].[O-][N+](=O)[O-].[O-][N+](=O)[O-].[O-][N+](=O)[O-].[O-][N+](=O)[O-].[O-][N+](=O)[O-].[Ce+4].[NH4+].[NH4+].CC(C)=O.C([O-])(O)=O.[Na+], predict the reaction product. The product is: [CH:1]1([CH2:7][CH2:8][CH2:9][CH2:10][O:11][C:12](=[O:30])[NH:13][C@@H:14]2[C:17](=[O:18])[NH:16][C:15]2([CH3:28])[CH3:29])[CH2:2][CH2:3][CH2:4][CH2:5][CH2:6]1. (3) The product is: [NH2:42][C:19]1[N:18]=[C:17]([N:3]2[CH2:4][CH2:5][C:6]3([CH2:11][CH:10]([C:12]([O:14][CH3:15])=[O:13])[NH:9][CH2:8][CH2:7]3)[CH2:1][CH2:2]2)[CH:22]=[C:21]([O:23][C@H:24]([C:29]2[CH:34]=[CH:33][C:32]([Cl:35])=[CH:31][C:30]=2[N:36]2[CH:40]=[CH:39][C:38]([CH3:41])=[N:37]2)[C:25]([F:27])([F:26])[F:28])[N:20]=1. Given the reactants [CH2:1]1[C:6]2([CH2:11][CH:10]([C:12]([O:14][CH3:15])=[O:13])[NH:9][CH2:8][CH2:7]2)[CH2:5][CH2:4][NH:3][CH2:2]1.Cl[C:17]1[CH:22]=[C:21]([O:23][C@H:24]([C:29]2[CH:34]=[CH:33][C:32]([Cl:35])=[CH:31][C:30]=2[N:36]2[CH:40]=[CH:39][C:38]([CH3:41])=[N:37]2)[C:25]([F:28])([F:27])[F:26])[N:20]=[C:19]([NH2:42])[N:18]=1, predict the reaction product. (4) Given the reactants [NH2:1][CH2:2][CH2:3][CH2:4][O:5][C:6]1[CH:30]=[C:29]([S:31]([CH3:33])=[O:32])[CH:28]=[CH:27][C:7]=1[C:8]([NH:10][C:11]1[C:12]([C:17]([NH:19][C:20]2[CH:25]=[CH:24][C:23]([Cl:26])=[CH:22][N:21]=2)=[O:18])=[N:13][CH:14]=[CH:15][CH:16]=1)=[O:9].CN(C=O)C.C([O-])([O-])=O.[K+].[K+].Br[CH2:46][CH2:47][CH2:48][CH2:49]Br, predict the reaction product. The product is: [ClH:26].[Cl:26][C:23]1[CH:24]=[CH:25][C:20]([NH:19][C:17]([C:12]2[C:11]([NH:10][C:8](=[O:9])[C:7]3[CH:27]=[CH:28][C:29]([S:31]([CH3:33])=[O:32])=[CH:30][C:6]=3[O:5][CH2:4][CH2:3][CH2:2][N:1]3[CH2:49][CH2:48][CH2:47][CH2:46]3)=[CH:16][CH:15]=[CH:14][N:13]=2)=[O:18])=[N:21][CH:22]=1.